Dataset: Full USPTO retrosynthesis dataset with 1.9M reactions from patents (1976-2016). Task: Predict the reactants needed to synthesize the given product. (1) Given the product [CH2:1]([C:8]1[C:9]([OH:20])=[N:10][C:11]([N:14]2[CH2:15][CH2:16][N:17]([C:28]([O:30][C:31]([CH3:34])([CH3:33])[CH3:32])=[O:29])[CH2:18][CH2:19]2)=[N:12][CH:13]=1)[C:2]1[CH:3]=[CH:4][CH:5]=[CH:6][CH:7]=1, predict the reactants needed to synthesize it. The reactants are: [CH2:1]([C:8]1[C:9]([OH:20])=[N:10][C:11]([N:14]2[CH2:19][CH2:18][NH:17][CH2:16][CH2:15]2)=[N:12][CH:13]=1)[C:2]1[CH:7]=[CH:6][CH:5]=[CH:4][CH:3]=1.C(N(CC)CC)C.[C:28](O[C:28]([O:30][C:31]([CH3:34])([CH3:33])[CH3:32])=[O:29])([O:30][C:31]([CH3:34])([CH3:33])[CH3:32])=[O:29]. (2) Given the product [CH:18]1([C:13]2[C:12]([CH2:11][O:10][C:7]3[CH:8]=[CH:9][C:4]([C:3]([NH:25][CH:26]4[CH2:31][CH2:30][O:29][CH2:28][CH2:27]4)=[O:24])=[CH:5][N:6]=3)=[C:16]([CH3:17])[O:15][N:14]=2)[CH2:19][CH2:20][CH2:21][CH2:22][CH2:23]1, predict the reactants needed to synthesize it. The reactants are: CO[C:3](=[O:24])[C:4]1[CH:9]=[CH:8][C:7]([O:10][CH2:11][C:12]2[C:13]([CH:18]3[CH2:23][CH2:22][CH2:21][CH2:20][CH2:19]3)=[N:14][O:15][C:16]=2[CH3:17])=[N:6][CH:5]=1.[NH2:25][CH:26]1[CH2:31][CH2:30][O:29][CH2:28][CH2:27]1. (3) Given the product [Cl:4][C:5]1[CH:6]=[C:7]([CH:25]=[CH:26][C:27]=1[Cl:28])[CH2:8][C:9]1[C:14](=[O:15])[NH:13][C:12]([CH2:16][C:17]([NH:2][NH2:3])=[O:19])=[N:11][C:10]=1[C:21]([F:24])([F:23])[F:22], predict the reactants needed to synthesize it. The reactants are: O.[NH2:2][NH2:3].[Cl:4][C:5]1[CH:6]=[C:7]([CH:25]=[CH:26][C:27]=1[Cl:28])[CH2:8][C:9]1[C:14](=[O:15])[NH:13][C:12]([CH2:16][C:17]([O:19]C)=O)=[N:11][C:10]=1[C:21]([F:24])([F:23])[F:22]. (4) Given the product [Cl:31][C:32]1[C:40]([F:41])=[N:39][CH:38]=[CH:37][C:33]=1[C:34]([N:5]([CH2:4][CH2:3][N:2]([CH3:7])[CH3:1])[CH3:6])=[O:36], predict the reactants needed to synthesize it. The reactants are: [CH3:1][N:2]([CH3:7])[CH2:3][CH2:4][NH:5][CH3:6].O.ON1C2C=CC=CC=2N=N1.Cl.C(N=C=NCCCN(C)C)C.[Cl:31][C:32]1[C:40]([F:41])=[N:39][CH:38]=[CH:37][C:33]=1[C:34]([OH:36])=O.